From a dataset of Full USPTO retrosynthesis dataset with 1.9M reactions from patents (1976-2016). Predict the reactants needed to synthesize the given product. (1) Given the product [CH3:1][C:2]1[CH:3]=[C:4]([CH:28]=[CH:29][CH:30]=1)[C:5]([C:7]1[C:15]2[CH:14]=[CH:13][C:12](=[O:16])[N:11]([C:17]3[CH:22]=[CH:21][CH:20]=[CH:19][CH:18]=3)[C:10]=2[S:9][C:8]=1[C:23]([OH:25])=[O:24])=[O:6], predict the reactants needed to synthesize it. The reactants are: [CH3:1][C:2]1[CH:3]=[C:4]([CH:28]=[CH:29][CH:30]=1)[C:5]([C:7]1[C:15]2[CH:14]=[CH:13][C:12](=[O:16])[N:11]([C:17]3[CH:22]=[CH:21][CH:20]=[CH:19][CH:18]=3)[C:10]=2[S:9][C:8]=1[C:23]([O:25]CC)=[O:24])=[O:6].[OH-].[Na+]. (2) Given the product [CH3:19][C:17]1[CH:18]=[C:13]([C:5]2[C:6]3[C:11](=[CH:10][CH:9]=[CH:8][CH:7]=3)[CH:2]=[CH:3][N:4]=2)[CH:14]=[C:15]([CH3:20])[CH:16]=1, predict the reactants needed to synthesize it. The reactants are: Cl[C:2]1[C:11]2[C:6](=[CH:7][CH:8]=[C:9](Cl)[CH:10]=2)[C:5]([C:13]2[CH:18]=[C:17]([CH3:19])[CH:16]=[C:15]([CH3:20])[CH:14]=2)=[N:4][CH:3]=1.C(B(O)O)C(C)C.C1(P(C2CCCCC2)C2C=CC=CC=2C2C(OC)=CC=CC=2OC)CCCCC1.[O-]P([O-])([O-])=O.[K+].[K+].[K+].O. (3) Given the product [C:18]([O:17][C:15]([N:14]([CH2:23][C:24]([O:26][C:27]([CH3:30])([CH3:29])[CH3:28])=[O:25])[C:10]1[CH:11]=[CH:12][CH:13]=[C:8]([C:6]([O:5][CH2:3][CH3:4])=[O:7])[N:9]=1)=[O:16])([CH3:20])([CH3:19])[CH3:21], predict the reactants needed to synthesize it. The reactants are: [H-].[Na+].[CH2:3]([O:5][C:6]([C:8]1[CH:13]=[CH:12][CH:11]=[C:10]([NH:14][C:15]([O:17][C:18]([CH3:21])([CH3:20])[CH3:19])=[O:16])[N:9]=1)=[O:7])[CH3:4].Br[CH2:23][C:24]([O:26][C:27]([CH3:30])([CH3:29])[CH3:28])=[O:25].[Cl-].[NH4+].